From a dataset of Forward reaction prediction with 1.9M reactions from USPTO patents (1976-2016). Predict the product of the given reaction. (1) Given the reactants C1(N2C(=O)N=NC2=O)C=CC=CC=1.[Si:14]([O:21][C@@H:22]1[C@@:39]2([CH3:40])[C:26](=[CH:27][CH:28]=[C:29]3[C@@H:38]2[CH2:37][CH2:36][C@@:34]2([CH3:35])[C@H:30]3[CH2:31][CH2:32][C@@H:33]2[CH2:41][O:42][CH2:43][CH2:44][C:45]([N:47]([CH3:49])[CH3:48])=[O:46])[CH2:25][C@@H:24]([O:50][Si:51]([C:54]([CH3:57])([CH3:56])[CH3:55])([CH3:53])[CH3:52])[CH2:23]1)([C:17]([CH3:20])([CH3:19])[CH3:18])([CH3:16])[CH3:15], predict the reaction product. The product is: [Si:14]([O:21][C@@H:22]1[C@@:39]2([CH3:40])[C:26](=[CH:27][CH:28]=[C:29]3[C@@H:38]2[CH2:37][CH2:36][C@@:34]2([CH3:35])[C@H:30]3[CH2:31][CH2:32][C@@H:33]2[CH2:41][O:42][CH2:43][CH2:44][C:45]([N:47]([CH3:48])[CH3:49])=[O:46])[CH2:25][C@@H:24]([O:50][Si:51]([C:54]([CH3:57])([CH3:56])[CH3:55])([CH3:52])[CH3:53])[CH2:23]1)([C:17]([CH3:20])([CH3:19])[CH3:18])([CH3:16])[CH3:15]. (2) The product is: [F:1][C:2]1[CH:24]=[CH:23][C:5]([C:6]([NH:8][C:9]2[CH:14]=[C:13]([O:15][C:16]3[CH:17]=[N:18][CH:19]=[CH:20][CH:21]=3)[CH:12]=[C:11]([C:17]3[CH:16]=[CH:21][CH:20]=[CH:19][N:18]=3)[CH:10]=2)=[O:7])=[CH:4][CH:3]=1. Given the reactants [F:1][C:2]1[CH:24]=[CH:23][C:5]([C:6]([NH:8][C:9]2[CH:14]=[C:13]([O:15][C:16]3[CH:17]=[N:18][CH:19]=[CH:20][CH:21]=3)[CH:12]=[C:11](I)[CH:10]=2)=[O:7])=[CH:4][CH:3]=1, predict the reaction product. (3) Given the reactants [Cl:1][C:2]1[CH:3]=[C:4]2[C:8](=[CH:9][C:10]=1[O:11][CH3:12])/[C:7](=[C:13](\[C:19]#[N:20])/C(OCC)=O)/[CH2:6][CH2:5]2.[C-:21]#[N:22].[K+], predict the reaction product. The product is: [Cl:1][C:2]1[CH:3]=[C:4]2[C:8](=[CH:9][C:10]=1[O:11][CH3:12])[C:7]([CH2:13][C:19]#[N:20])([C:21]#[N:22])[CH2:6][CH2:5]2. (4) The product is: [C:1]1([S:7]([C:9]2[CH:17]=[CH:16][C:12]([C:13]([OH:15])=[O:14])=[CH:11][CH:10]=2)(=[O:20])=[O:8])[CH:2]=[CH:3][CH:4]=[CH:5][CH:6]=1. Given the reactants [C:1]1([S:7]([C:9]2[CH:17]=[CH:16][C:12]([C:13]([OH:15])=[O:14])=[CH:11][CH:10]=2)=[O:8])[CH:6]=[CH:5][CH:4]=[CH:3][CH:2]=1.Cl.Cl[O-:20].[Na+], predict the reaction product. (5) Given the reactants [CH3:1][N:2]([CH3:34])[C:3]([C:5]1[C:22]([CH2:23][CH2:24][C:25](=[O:32])[C:26]2[CH:31]=[CH:30][CH:29]=[CH:28][CH:27]=2)=[C:21]([OH:33])[C:8]2[N:9]=[C:10]([CH3:20])[N:11]([CH2:12][O:13][CH2:14][CH2:15][Si:16]([CH3:19])([CH3:18])[CH3:17])[C:7]=2[CH:6]=1)=[O:4].O.C(O)(C)(C)C.CC([O-])(C)C.[K+], predict the reaction product. The product is: [CH3:34][N:2]([CH3:1])[C:3]([C:5]1[C:22]([CH2:23][CH2:24][C@@H:25]([OH:32])[C:26]2[CH:31]=[CH:30][CH:29]=[CH:28][CH:27]=2)=[C:21]([OH:33])[C:8]2[N:9]=[C:10]([CH3:20])[N:11]([CH2:12][O:13][CH2:14][CH2:15][Si:16]([CH3:19])([CH3:18])[CH3:17])[C:7]=2[CH:6]=1)=[O:4]. (6) Given the reactants [OH:1][C:2]1[CH:3]=[C:4]([CH2:9][C:10]([OH:12])=[O:11])[CH:5]=[C:6]([OH:8])[CH:7]=1.S(Cl)(Cl)=O.[CH3:17]O, predict the reaction product. The product is: [CH3:17][O:11][C:10](=[O:12])[CH2:9][C:4]1[CH:3]=[C:2]([OH:1])[CH:7]=[C:6]([OH:8])[CH:5]=1.